This data is from Full USPTO retrosynthesis dataset with 1.9M reactions from patents (1976-2016). The task is: Predict the reactants needed to synthesize the given product. (1) Given the product [C:11]1([C:9]2[O:10][C:3]3[C:4](=[N:5][CH:6]=[CH:7][C:2]=3[O:24][C:21]3[CH:22]=[CH:23][C:18]([NH2:17])=[CH:19][CH:20]=3)[CH:8]=2)[CH:16]=[CH:15][CH:14]=[CH:13][CH:12]=1, predict the reactants needed to synthesize it. The reactants are: Cl[C:2]1[CH:7]=[CH:6][N:5]=[C:4]2[CH:8]=[C:9]([C:11]3[CH:16]=[CH:15][CH:14]=[CH:13][CH:12]=3)[O:10][C:3]=12.[NH2:17][C:18]1[CH:23]=[CH:22][C:21]([OH:24])=[CH:20][CH:19]=1.C(=O)([O-])[O-].[Cs+].[Cs+].O. (2) Given the product [C:16]([O:20][C:21]([NH:23][C:24]1([CH2:32][CH2:33][CH2:34][C:35]2[CH:36]=[CH:37][C:38]([O:41][C:42]3[CH:47]=[CH:46][CH:45]=[C:44]([O:48][CH2:12][C:11]4[CH:14]=[CH:15][C:8]([Cl:7])=[CH:9][CH:10]=4)[CH:43]=3)=[CH:39][CH:40]=2)[CH2:29][O:28][C:27]([CH3:31])([CH3:30])[O:26][CH2:25]1)=[O:22])([CH3:17])([CH3:18])[CH3:19], predict the reactants needed to synthesize it. The reactants are: C(=O)([O-])[O-].[K+].[K+].[Cl:7][C:8]1[CH:15]=[CH:14][C:11]([CH2:12]Br)=[CH:10][CH:9]=1.[C:16]([O:20][C:21]([NH:23][C:24]1([CH2:32][CH2:33][CH2:34][C:35]2[CH:40]=[CH:39][C:38]([O:41][C:42]3[CH:47]=[CH:46][CH:45]=[C:44]([OH:48])[CH:43]=3)=[CH:37][CH:36]=2)[CH2:29][O:28][C:27]([CH3:31])([CH3:30])[O:26][CH2:25]1)=[O:22])([CH3:19])([CH3:18])[CH3:17]. (3) Given the product [N:55]1([S:59]([NH:62][C:19](=[O:20])[C:18]2[CH:22]=[C:23]([CH:24]3[CH2:25][CH2:26]3)[C:15]([O:14][CH2:13][CH:3]3[CH2:10][CH2:9][CH:8]4[CH:12]([CH2:7]4)[CH2:4]3)=[CH:16][C:17]=2[F:27])(=[O:61])=[O:60])[CH2:58][CH2:57][CH2:56]1, predict the reactants needed to synthesize it. The reactants are: C([C:3]1([CH2:13][O:14][C:15]2[C:23]([CH:24]3[CH2:26][CH2:25]3)=[CH:22][C:18]([C:19](O)=[O:20])=[C:17]([F:27])[CH:16]=2)[CH:10]2CC3[CH2:7][CH:8]([CH2:12][CH:4]1C3)[CH2:9]2)#N.C12CC1CCC(COC1C(C3CC3)=CC(C(O)=O)=C(F)C=1)C2.CS(N)(=O)=O.[N:55]1([S:59]([NH2:62])(=[O:61])=[O:60])[CH2:58][CH2:57][CH2:56]1.